From a dataset of Reaction yield outcomes from USPTO patents with 853,638 reactions. Predict the reaction yield, written as a fraction of the theoretical maximum amount of product (1.0 means a 100% yield; for example, 0.34 means a 34% yield). (1) The reactants are [ClH:1].[N+:2]([C:5]1[CH:10]=[CH:9][C:8]([NH:11][CH:12]2[CH2:17][CH2:16][N:15](C(OC(C)(C)C)=O)[CH2:14][CH2:13]2)=[CH:7][CH:6]=1)([O-:4])=[O:3]. The catalyst is CO. The product is [ClH:1].[N+:2]([C:5]1[CH:10]=[CH:9][C:8]([NH:11][CH:12]2[CH2:17][CH2:16][NH:15][CH2:14][CH2:13]2)=[CH:7][CH:6]=1)([O-:4])=[O:3]. The yield is 1.00. (2) The reactants are [Cl:1][C:2]1[CH:7]=[CH:6][N:5]=[C:4]2[CH:8]=[C:9]([Sn](CCCC)(CCCC)CCCC)[S:10][C:3]=12.Br[C:25]1[CH:37]=[CH:36][C:28]([CH2:29][N:30]2[CH2:34][CH2:33][C@H:32]([OH:35])[CH2:31]2)=[CH:27][CH:26]=1.CO.CCOC(C)=O. The catalyst is C1(C)C=CC=CC=1.C1C=CC([P]([Pd]([P](C2C=CC=CC=2)(C2C=CC=CC=2)C2C=CC=CC=2)([P](C2C=CC=CC=2)(C2C=CC=CC=2)C2C=CC=CC=2)[P](C2C=CC=CC=2)(C2C=CC=CC=2)C2C=CC=CC=2)(C2C=CC=CC=2)C2C=CC=CC=2)=CC=1. The product is [Cl:1][C:2]1[CH:7]=[CH:6][N:5]=[C:4]2[CH:8]=[C:9]([C:25]3[CH:37]=[CH:36][C:28]([CH2:29][N:30]4[CH2:34][CH2:33][C@H:32]([OH:35])[CH2:31]4)=[CH:27][CH:26]=3)[S:10][C:3]=12. The yield is 0.710. (3) The reactants are [NH2:1][C@H:2]1[CH2:6][CH2:5][N:4]([C:7]([C:9]2[CH:10]=[C:11]([CH:24]=[CH:25][C:26]=2[F:27])[CH2:12][C:13]2[C:22]3[C:17](=[CH:18][CH:19]=[CH:20][CH:21]=3)[C:16](=[O:23])[NH:15][N:14]=2)=[O:8])[CH2:3]1.[CH:28]1([C:31](O)=[O:32])[CH2:30][CH2:29]1.Cl.C(N=C=NCCCN(C)C)C. The catalyst is CN(C)C1C=CN=CC=1. The product is [F:27][C:26]1[CH:25]=[CH:24][C:11]([CH2:12][C:13]2[C:22]3[C:17](=[CH:18][CH:19]=[CH:20][CH:21]=3)[C:16](=[O:23])[NH:15][N:14]=2)=[CH:10][C:9]=1[C:7]([N:4]1[CH2:5][CH2:6][C@H:2]([NH:1][C:31]([CH:28]2[CH2:30][CH2:29]2)=[O:32])[CH2:3]1)=[O:8]. The yield is 0.650. (4) The reactants are [CH3:1][O:2][C:3]([C:5]1[S:14][C:8]2=[N:9][CH:10]=[C:11](Br)[CH:12]=[C:7]2[C:6]=1[O:15][CH2:16][C:17]([O:19][C:20]([CH3:23])([CH3:22])[CH3:21])=[O:18])=[O:4].C(P(C(C)(C)C)[C:29]1[CH:34]=[CH:33][CH:32]=[CH:31][C:30]=1[C:29]1[CH:34]=[CH:33][CH:32]=[CH:31][CH:30]=1)(C)(C)C.[F-].[K+].C1(B(O)O)C=CC=CC=1. The catalyst is CC([O-])=O.CC([O-])=O.[Pd+2]. The product is [CH3:1][O:2][C:3]([C:5]1[S:14][C:8]2=[N:9][CH:10]=[C:11]([C:29]3[CH:34]=[CH:33][CH:32]=[CH:31][CH:30]=3)[CH:12]=[C:7]2[C:6]=1[O:15][CH2:16][C:17]([O:19][C:20]([CH3:23])([CH3:22])[CH3:21])=[O:18])=[O:4]. The yield is 0.790. (5) The reactants are C1([C@@H]([N:9]2[C@@H:16]3[C@@H:11]([CH2:12][CH2:13][N:14]([C:17]([O:19][C:20]([CH3:23])([CH3:22])[CH3:21])=[O:18])[CH2:15]3)[CH2:10]2)C)C=CC=CC=1.CC(O)=O.[H][H]. The catalyst is CCO.[OH-].[OH-].[Pd+2]. The product is [C@H:16]12[NH:9][CH2:10][C@H:11]1[CH2:12][CH2:13][N:14]([C:17]([O:19][C:20]([CH3:23])([CH3:22])[CH3:21])=[O:18])[CH2:15]2. The yield is 0.750. (6) The yield is 0.960. The catalyst is C(Cl)Cl. The product is [CH3:12][O:11][C:9](=[O:10])[C:8]1[CH:13]=[C:4]([C:1](=[O:3])[CH3:2])[CH:5]=[CH:6][C:7]=1[O:14][S:23]([C:22]([F:35])([F:34])[F:21])(=[O:25])=[O:24]. The reactants are [C:1]([C:4]1[CH:13]=[C:8]([C:9]([O:11][CH3:12])=[O:10])[C:7]([OH:14])=[CH:6][CH:5]=1)(=[O:3])[CH3:2].N1C=CC=CC=1.[F:21][C:22]([F:35])([F:34])[S:23](O[S:23]([C:22]([F:35])([F:34])[F:21])(=[O:25])=[O:24])(=[O:25])=[O:24]. (7) The reactants are N1([NH:7][C:8]([O:10][CH2:11][C:12]2[CH:17]=[CH:16][CH:15]=[CH:14][CH:13]=2)=[O:9])CCNCC1.[CH3:18][N:19]([CH3:24])[CH2:20][C:21](O)=[O:22].Cl.C(N=C=NCCCN(C)C)C.O.ON1C2C=CC=CC=2N=N1.[CH2:48]([N:50](CC)[CH2:51][CH3:52])[CH3:49]. The catalyst is O1CCCC1. The product is [CH3:18][N:19]([CH3:24])[CH2:20][C:21]([N:50]1[CH2:51][CH2:52][N:7]([C:8]([O:10][CH2:11][C:12]2[CH:13]=[CH:14][CH:15]=[CH:16][CH:17]=2)=[O:9])[CH2:49][CH2:48]1)=[O:22]. The yield is 0.312.